Dataset: Full USPTO retrosynthesis dataset with 1.9M reactions from patents (1976-2016). Task: Predict the reactants needed to synthesize the given product. (1) Given the product [N+:41]([C:38]1[CH:39]=[CH:40][C:35]([C:33]#[C:32][Si:29]([CH3:31])([CH3:30])[CH3:28])=[CH:36][CH:37]=1)([O-:43])=[O:42], predict the reactants needed to synthesize it. The reactants are: C(P(C12CC3CC(CC(C3)C1)C2)C12CC3CC(CC(C3)C1)C2)CCCCC.[CH3:28][Si:29]([C:32]#[CH:33])([CH3:31])[CH3:30].Cl[C:35]1[CH:40]=[CH:39][C:38]([N+:41]([O-:43])=[O:42])=[CH:37][CH:36]=1. (2) Given the product [CH3:25][N:26]1[C:27](=[O:52])[C:28]([NH:41][C:42]2[CH:51]=[C:45]3[CH2:46][N:47]([CH3:50])[CH2:48][CH2:49][N:44]3[N:43]=2)=[CH:29][C:30]([C:2]2[CH:7]=[CH:6][N:5]=[C:4]([N:8]3[C:20](=[O:21])[C:19]4[N:11]([C:12]5[C@H:13]6[CH2:22][C@@H:16]([C:17]=5[CH:18]=4)[CH2:15][CH2:14]6)[CH2:10][CH2:9]3)[C:3]=2[CH:23]=[O:24])=[CH:31]1, predict the reactants needed to synthesize it. The reactants are: Cl[C:2]1[CH:7]=[CH:6][N:5]=[C:4]([N:8]2[C:20](=[O:21])[C:19]3[N:11]([C:12]4[C@H:13]5[CH2:22][C@@H:16]([C:17]=4[CH:18]=3)[CH2:15][CH2:14]5)[CH2:10][CH2:9]2)[C:3]=1[CH:23]=[O:24].[CH3:25][N:26]1[CH:31]=[C:30](B2OC(C)(C)C(C)(C)O2)[CH:29]=[C:28]([NH:41][C:42]2[CH:51]=[C:45]3[CH2:46][N:47]([CH3:50])[CH2:48][CH2:49][N:44]3[N:43]=2)[C:27]1=[O:52].C([O-])(=O)C.[Na+].[O-]P([O-])([O-])=O.[K+].[K+].[K+]. (3) Given the product [C:13]([C:15]1[CH:16]=[CH:17][C:18]([CH2:19][NH:20][C:21](=[O:29])[CH:22]([O:26][CH2:27][CH3:28])[C:23]2[O:25][N:40]=[C:32]([C:33]3[CH:38]=[CH:37][CH:36]=[CH:35][CH:34]=3)[N:39]=2)=[CH:30][CH:31]=1)#[N:14], predict the reactants needed to synthesize it. The reactants are: C(N1C=CN=C1)(N1C=CN=C1)=O.[C:13]([C:15]1[CH:31]=[CH:30][C:18]([CH2:19][NH:20][C:21](=[O:29])[CH:22]([O:26][CH2:27][CH3:28])[C:23]([OH:25])=O)=[CH:17][CH:16]=1)#[N:14].[C:32](=[N:40]O)([NH2:39])[C:33]1[CH:38]=[CH:37][CH:36]=[CH:35][CH:34]=1. (4) Given the product [NH2:1][C:2]1[N:7]([C:8]2[C:13]([F:14])=[CH:12][C:11]([O:15][CH2:28][CH2:29][NH:30][C:31](=[O:37])[O:32][C:33]([CH3:36])([CH3:35])[CH3:34])=[CH:10][C:9]=2[F:16])[C:6](=[O:17])[CH:5]=[CH:4][C:3]=1[C:18](=[O:26])[C:19]1[CH:20]=[CH:21][C:22]([F:25])=[CH:23][CH:24]=1, predict the reactants needed to synthesize it. The reactants are: [NH2:1][C:2]1[N:7]([C:8]2[C:13]([F:14])=[CH:12][C:11]([OH:15])=[CH:10][C:9]=2[F:16])[C:6](=[O:17])[CH:5]=[CH:4][C:3]=1[C:18](=[O:26])[C:19]1[CH:24]=[CH:23][C:22]([F:25])=[CH:21][CH:20]=1.Br[CH2:28][CH2:29][NH:30][C:31](=[O:37])[O:32][C:33]([CH3:36])([CH3:35])[CH3:34].C(=O)([O-])[O-].[K+].[K+].[I-].[Na+]. (5) The reactants are: [OH:1][C:2]([CH2:16][S:17]([C:20]1[CH:25]=[CH:24][C:23]([O:26][CH3:27])=[CH:22][CH:21]=1)(=[O:19])=[O:18])([CH2:6][NH:7][C:8]([C:10]1[CH:15]=[CH:14][CH:13]=[CH:12][CH:11]=1)=[O:9])[C:3](O)=[O:4].Cl.CN(C)CCCN=C=NCC.Cl.[NH2:41][OH:42].CN1CCCC1=O. Given the product [OH:42][NH:41][C:3](=[O:4])[C:2]([OH:1])([CH2:16][S:17]([C:20]1[CH:25]=[CH:24][C:23]([O:26][CH3:27])=[CH:22][CH:21]=1)(=[O:19])=[O:18])[CH2:6][NH:7][C:8]([C:10]1[CH:15]=[CH:14][CH:13]=[CH:12][CH:11]=1)=[O:9], predict the reactants needed to synthesize it. (6) Given the product [Br:14][C:5]1[CH:4]=[C:3]([C:15]2[S:16][C:17]([Si:35]([CH3:38])([CH3:37])[CH3:36])=[CH:18][C:19]=2[Br:20])[C:2]([Br:1])=[CH:7][C:6]=1[C:8]1[S:9][C:10]([Si:35]([CH3:38])([CH3:37])[CH3:36])=[CH:11][C:12]=1[Br:13], predict the reactants needed to synthesize it. The reactants are: [Br:1][C:2]1[CH:7]=[C:6]([C:8]2[S:9][CH:10]=[CH:11][C:12]=2[Br:13])[C:5]([Br:14])=[CH:4][C:3]=1[C:15]1[S:16][CH:17]=[CH:18][C:19]=1[Br:20].C1COCC1.C([N-]C(C)C)(C)C.[Li+].Cl[Si:35]([CH3:38])([CH3:37])[CH3:36]. (7) The reactants are: [O:1]=[C:2]1[NH:7][C:6]2[CH:8]=[C:9]([CH2:12][C:13]([OH:15])=O)[CH:10]=[CH:11][C:5]=2[S:4][CH2:3]1.[CH3:16][NH:17][C@@H:18]([C:26]1[CH:31]=[CH:30][CH:29]=[CH:28][CH:27]=1)[CH2:19][N:20]1[CH2:24][CH2:23][C@H:22]([OH:25])[CH2:21]1.CCN=C=NCCCN(C)C.C1C=CC2N(O)N=NC=2C=1. Given the product [OH:25][C@H:22]1[CH2:23][CH2:24][N:20]([CH2:19][C@@H:18]([N:17]([CH3:16])[C:13](=[O:15])[CH2:12][C:9]2[CH:10]=[CH:11][C:5]3[S:4][CH2:3][C:2](=[O:1])[NH:7][C:6]=3[CH:8]=2)[C:26]2[CH:31]=[CH:30][CH:29]=[CH:28][CH:27]=2)[CH2:21]1, predict the reactants needed to synthesize it. (8) Given the product [F:20][C:2]1([F:1])[O:6][C:5]2[CH:7]=[C:8]([CH3:19])[C:9]([C:11]3[CH:17]=[CH:16][C:14]([NH:15][C:24]([C:23]4[C:22]([F:21])=[CH:30][CH:29]=[CH:28][C:27]=4[F:31])=[O:25])=[CH:13][C:12]=3[F:18])=[CH:10][C:4]=2[O:3]1, predict the reactants needed to synthesize it. The reactants are: [F:1][C:2]1([F:20])[O:6][C:5]2[CH:7]=[C:8]([CH3:19])[C:9]([C:11]3[CH:17]=[CH:16][C:14]([NH2:15])=[CH:13][C:12]=3[F:18])=[CH:10][C:4]=2[O:3]1.[F:21][C:22]1[CH:30]=[CH:29][CH:28]=[C:27]([F:31])[C:23]=1[C:24](Cl)=[O:25].CCN(C(C)C)C(C)C.C([O-])(O)=O.[Na+].C(Cl)Cl. (9) Given the product [CH3:1][C:2]1[CH:7]=[CH:6][C:5]([S:8]([OH:10])=[O:9])=[CH:4][CH:3]=1, predict the reactants needed to synthesize it. The reactants are: [CH3:1][C:2]1[CH:7]=[CH:6][C:5]([S:8]([O-:10])=[O:9])=[CH:4][CH:3]=1.[Na+].CC(OC)(C)C.Cl.